This data is from Reaction yield outcomes from USPTO patents with 853,638 reactions. The task is: Predict the reaction yield, written as a fraction of the theoretical maximum amount of product (1.0 means a 100% yield; for example, 0.34 means a 34% yield). The reactants are [C:1](=[O:16])([O-:15])[O:2][C:3]1[CH:8]=[CH:7][C:6]([F:9])=[C:5](C(C)(C)C)[C:4]=1[F:14].[Li]C[CH2:19][CH2:20][CH3:21].CON(C)[C:25]([C:27]1[CH:28]=[C:29]2[C:34](=[CH:35][CH:36]=1)[N:33]=[CH:32][CH:31]=[N:30]2)=[O:26].[CH2:38]1COCC1. No catalyst specified. The product is [C:1](=[O:16])([O:2][C:3]1[CH:8]=[CH:7][C:6]([F:9])=[C:5]([C:25]([C:27]2[CH:28]=[C:29]3[C:34](=[CH:35][CH:36]=2)[N:33]=[CH:32][CH:31]=[N:30]3)=[O:26])[C:4]=1[F:14])[O:15][C:20]([CH3:19])([CH3:21])[CH3:38]. The yield is 0.303.